From a dataset of Reaction yield outcomes from USPTO patents with 853,638 reactions. Predict the reaction yield, written as a fraction of the theoretical maximum amount of product (1.0 means a 100% yield; for example, 0.34 means a 34% yield). (1) The reactants are O1CCOCC1.C(NC(C)C)(C)C.[CH3:14][Si:15]([C:18]#[CH:19])([CH3:17])[CH3:16].Br[C:21]1[CH:30]=[C:29]2[C:24]([CH2:25][CH2:26][O:27][CH2:28]2)=[CH:23][CH:22]=1. The product is [CH2:28]1[C:29]2[C:24](=[CH:23][CH:22]=[C:21]([C:19]#[C:18][Si:15]([CH3:17])([CH3:16])[CH3:14])[CH:30]=2)[CH2:25][CH2:26][O:27]1. The catalyst is CCCCCC.C(OCC)(=O)C.C1C=CC(C#N)=CC=1.C1C=CC(C#N)=CC=1.Cl[Pd]Cl.[Cu]I.C(P(C(C)(C)C)C(C)(C)C)(C)(C)C. The yield is 0.840. (2) The reactants are [F:1][C:2]1[CH:7]=[CH:6][C:5]([C:8]2[S:9][C:10]3[N:11]=[C:12]([NH2:21])[N:13]=[C:14](S(C)(=O)=O)[C:15]=3[N:16]=2)=[CH:4][CH:3]=1.C(N(CC)CC)C.[NH:29]1[CH2:34][CH2:33][NH:32][CH2:31][CH2:30]1. The catalyst is O1CCOCC1. The product is [F:1][C:2]1[CH:7]=[CH:6][C:5]([C:8]2[S:9][C:10]3[N:11]=[C:12]([NH2:21])[N:13]=[C:14]([N:29]4[CH2:34][CH2:33][NH:32][CH2:31][CH2:30]4)[C:15]=3[N:16]=2)=[CH:4][CH:3]=1. The yield is 0.670. (3) The reactants are Br[CH2:2][CH2:3][CH2:4][O:5][C@H:6]1[CH2:11][CH2:10][C@H:9]([N:12]([CH3:26])[S:13]([C:16]2[CH:21]=[CH:20][C:19]([C:22]([F:25])([F:24])[F:23])=[CH:18][CH:17]=2)(=[O:15])=[O:14])[CH2:8][CH2:7]1.CC(O)[C:29]#[N:30].N12CCCN=C1CCCCC2. The catalyst is C(#N)C. The product is [C:29]([CH2:2][CH2:3][CH2:4][O:5][C@H:6]1[CH2:11][CH2:10][C@H:9]([N:12]([CH3:26])[S:13]([C:16]2[CH:21]=[CH:20][C:19]([C:22]([F:25])([F:24])[F:23])=[CH:18][CH:17]=2)(=[O:15])=[O:14])[CH2:8][CH2:7]1)#[N:30]. The yield is 0.410. (4) The catalyst is ClCCl. The product is [C:1]1([S:7][C:8]2[CH:13]=[CH:12][N:11]=[C:10]([NH:14][C:15]3[CH:16]=[C:17]([NH:21][C:22](=[O:25])[CH:23]=[CH2:24])[CH:18]=[CH:19][CH:20]=3)[N:9]=2)[CH:6]=[CH:5][CH:4]=[CH:3][CH:2]=1. The reactants are [C:1]1([S:7][C:8]2[CH:13]=[CH:12][N:11]=[C:10]([NH:14][C:15]3[CH:20]=[CH:19][CH:18]=[C:17]([NH2:21])[CH:16]=3)[N:9]=2)[CH:6]=[CH:5][CH:4]=[CH:3][CH:2]=1.[C:22](O)(=[O:25])[CH:23]=[CH2:24].Cl.CN(C)CCCN=C=NCC.C(N(CC)CC)C.N1(C2C=CN=CC=2)CCCC1. The yield is 0.330. (5) The reactants are [Br:1][C:2]1[CH:3]=[C:4]2[C:8](=[C:9]([C:11]([OH:13])=O)[CH:10]=1)[NH:7][CH:6]=[CH:5]2.C(Cl)CCl.C1C=CC2N(O)N=[N:24]C=2C=1.N. The catalyst is C(Cl)Cl. The product is [Br:1][C:2]1[CH:3]=[C:4]2[C:8](=[C:9]([C:11]([NH2:24])=[O:13])[CH:10]=1)[NH:7][CH:6]=[CH:5]2. The yield is 0.980. (6) The reactants are [C:1]([N:4]1[CH2:9][CH2:8][N:7]2[N:10]=[C:11]([NH:13][C:14]3[C:15](=[O:22])[N:16]([CH3:21])[CH:17]=[C:18](Br)[CH:19]=3)[CH:12]=[C:6]2[CH2:5]1)(=[O:3])[CH3:2].[C:23]([O:26][CH2:27][C:28]1[C:33](B2OC(C)(C)C(C)(C)O2)=[CH:32][CH:31]=[CH:30][C:29]=1[N:43]1[CH2:55][CH2:54][N:46]2[C:47]3[CH2:48][CH2:49][CH2:50][CH2:51][C:52]=3[CH:53]=[C:45]2[C:44]1=[O:56])(=[O:25])[CH3:24].COCCOC.C(=O)([O-])[O-].[Na+].[Na+]. The catalyst is C1C=CC([P]([Pd]([P](C2C=CC=CC=2)(C2C=CC=CC=2)C2C=CC=CC=2)([P](C2C=CC=CC=2)(C2C=CC=CC=2)C2C=CC=CC=2)[P](C2C=CC=CC=2)(C2C=CC=CC=2)C2C=CC=CC=2)(C2C=CC=CC=2)C2C=CC=CC=2)=CC=1.CO.CCOCC.O.C(OCC)(=O)C. The product is [C:23]([O:26][CH2:27][C:28]1[C:29]([N:43]2[CH2:55][CH2:54][N:46]3[C:47]4[CH2:48][CH2:49][CH2:50][CH2:51][C:52]=4[CH:53]=[C:45]3[C:44]2=[O:56])=[CH:30][CH:31]=[CH:32][C:33]=1[C:18]1[CH:19]=[C:14]([NH:13][C:11]2[CH:12]=[C:6]3[CH2:5][N:4]([C:1](=[O:3])[CH3:2])[CH2:9][CH2:8][N:7]3[N:10]=2)[C:15](=[O:22])[N:16]([CH3:21])[CH:17]=1)(=[O:25])[CH3:24]. The yield is 0.330. (7) The reactants are [N+:1]([C:4]1[CH:10]=[C:9]([O:11][C:12]([F:15])([F:14])[F:13])[CH:8]=[CH:7][C:5]=1N)([O-])=O.[C:16]([CH2:18]C(OCC1C=CC=CC=1)=O)#N.C([O-])([O-])=O.[K+].[K+]. The catalyst is C(#N)C.CN(C=O)C. The product is [F:13][C:12]([F:15])([F:14])[O:11][C:9]1[CH:10]=[C:4]2[C:5]([CH:16]=[CH:18][NH:1]2)=[CH:7][CH:8]=1. The yield is 0.630. (8) The reactants are Cl.C(N=C=NCCCN(C)C)C.[CH2:13]([C:19]1[CH:20]=[C:21]2[C:26](=[CH:27][CH:28]=1)[C:25]([C:29]([OH:31])=O)=[CH:24][CH:23]=[CH:22]2)[CH2:14][CH2:15][CH2:16][CH2:17][CH3:18].[NH2:32][C:33]1[CH:34]=[C:35]([CH:44]=[CH:45][CH:46]=1)[O:36][CH2:37][C:38]([O:40][CH:41]([CH3:43])[CH3:42])=[O:39]. The catalyst is C(Cl)Cl. The product is [CH2:13]([C:19]1[CH:20]=[C:21]2[C:26](=[CH:27][CH:28]=1)[C:25]([C:29]([NH:32][C:33]1[CH:34]=[C:35]([CH:44]=[CH:45][CH:46]=1)[O:36][CH2:37][C:38]([O:40][CH:41]([CH3:42])[CH3:43])=[O:39])=[O:31])=[CH:24][CH:23]=[CH:22]2)[CH2:14][CH2:15][CH2:16][CH2:17][CH3:18]. The yield is 0.230. (9) The reactants are [F:1][C:2]1[C:7]([N+:8]([O-])=O)=[CH:6][C:5]([N:11]2[C:15](=[O:16])[N:14]([CH3:17])[N:13]=[N:12]2)=[C:4]([OH:18])[CH:3]=1.CCO.CC(O)=O.CC1C=C2N=C3C(=NC(NC3=O)=O)N(C[C@H](O)[C@H](O)[C@H](O)CO)C2=CC=1C. The catalyst is O.[Pd]. The product is [NH2:8][C:7]1[C:2]([F:1])=[CH:3][C:4]([OH:18])=[C:5]([N:11]2[C:15](=[O:16])[N:14]([CH3:17])[N:13]=[N:12]2)[CH:6]=1. The yield is 0.990. (10) The reactants are [NH2:1][C:2]1[N:10]=[CH:9][CH:8]=[CH:7][C:3]=1[C:4](O)=[O:5].[H-].[Al+3].[Li+].[H-].[H-].[H-]. The catalyst is C1COCC1. The product is [NH2:1][C:2]1[C:3]([CH2:4][OH:5])=[CH:7][CH:8]=[CH:9][N:10]=1. The yield is 0.830.